From a dataset of Full USPTO retrosynthesis dataset with 1.9M reactions from patents (1976-2016). Predict the reactants needed to synthesize the given product. (1) Given the product [O:17]=[C:16]1[C:15]2([CH2:22][CH2:21][NH:20][CH2:19][CH2:18]2)[N:14]([C:33]2[CH:34]=[CH:35][CH:36]=[CH:37][CH:38]=2)[CH2:13][N:12]1[CH2:11][C:10]1[CH:9]=[C:8]([CH:41]=[CH:40][CH:39]=1)[C:6]([O:5][C:1]([CH3:4])([CH3:2])[CH3:3])=[O:7], predict the reactants needed to synthesize it. The reactants are: [C:1]([O:5][C:6]([C:8]1[CH:9]=[C:10]([CH:39]=[CH:40][CH:41]=1)[CH2:11][N:12]1[C:16](=[O:17])[C:15]2([CH2:22][CH2:21][N:20](C(OCC3C=CC=CC=3)=O)[CH2:19][CH2:18]2)[N:14]([C:33]2[CH:38]=[CH:37][CH:36]=[CH:35][CH:34]=2)[CH2:13]1)=[O:7])([CH3:4])([CH3:3])[CH3:2]. (2) The reactants are: [CH3:1][S:2]([C:5]1[CH:10]=[CH:9][C:8]([CH:11]2[CH2:16][N:15]([C:17]([N:19]3[CH2:24][CH2:23][O:22][CH2:21][CH2:20]3)=[O:18])[CH2:14][CH:13]([C:25](O)=[O:26])[CH2:12]2)=[CH:7][CH:6]=1)(=[O:4])=[O:3].O[N:29]=[C:30]([C:32]1[CH:37]=[CH:36][CH:35]=[C:34]([C:38]([F:41])([F:40])[F:39])[CH:33]=1)[NH2:31]. Given the product [CH3:1][S:2]([C:5]1[CH:10]=[CH:9][C:8]([CH:11]2[CH2:12][CH:13]([C:25]3[O:26][N:31]=[C:30]([C:32]4[CH:37]=[CH:36][CH:35]=[C:34]([C:38]([F:39])([F:40])[F:41])[CH:33]=4)[N:29]=3)[CH2:14][N:15]([C:17]([N:19]3[CH2:24][CH2:23][O:22][CH2:21][CH2:20]3)=[O:18])[CH2:16]2)=[CH:7][CH:6]=1)(=[O:3])=[O:4], predict the reactants needed to synthesize it. (3) Given the product [N:5]1[C:6]2[CH:7]=[CH:8][CH:14]=[CH:1][C:2]=2[NH:3][CH:4]=1, predict the reactants needed to synthesize it. The reactants are: [CH3:1][CH2:2][N:3]=[C:4]=[N:5][CH2:6][CH2:7][CH2:8]N(C)C.Cl.Br[C:14]1C=C(N)C(N)=CC=1.C(N1CCC[C@H]1C(O)=O)(OC(C)(C)C)=O.ON1C2C=CC=CC=2N=N1. (4) The reactants are: [F:1][C:2]1[CH:11]=[C:10]2[C:5]([CH:6]=[CH:7][CH:8]=[N:9]2)=[CH:4][C:3]=1[CH2:12][N:13]1[C:21]2[C:16](=[N:17][CH:18]=[C:19]([C:22](=O)[CH3:23])[N:20]=2)[N:15]=[N:14]1.[C:25]([NH:33][NH2:34])(=[O:32])[C:26]1[CH:31]=[CH:30][N:29]=[CH:28][CH:27]=1. Given the product [F:1][C:2]1[CH:11]=[C:10]2[C:5]([CH:6]=[CH:7][CH:8]=[N:9]2)=[CH:4][C:3]=1[CH2:12][N:13]1[C:21]2[C:16](=[N:17][CH:18]=[C:19](/[C:22](=[N:34]/[NH:33][C:25](=[O:32])[C:26]3[CH:31]=[CH:30][N:29]=[CH:28][CH:27]=3)/[CH3:23])[N:20]=2)[N:15]=[N:14]1, predict the reactants needed to synthesize it. (5) The reactants are: [C:1]([C:5]1[O:9][N:8]=[C:7]([NH:10][C:11]([NH:13][C:14]2[CH:19]=[CH:18][CH:17]=[C:16]([S:20][C:21]3[C:30]4[C:25](=[CH:26][C:27]([O:33][CH2:34][CH2:35]Cl)=[C:28]([O:31][CH3:32])[CH:29]=4)[N:24]=[CH:23][N:22]=3)[CH:15]=2)=[O:12])[CH:6]=1)([CH3:4])([CH3:3])[CH3:2].[CH3:37][S:38]([N:41]1[CH2:46][CH2:45][NH:44][CH2:43][CH2:42]1)(=[O:40])=[O:39].C(N(C(C)C)CC)(C)C. Given the product [C:1]([C:5]1[O:9][N:8]=[C:7]([NH:10][C:11]([NH:13][C:14]2[CH:19]=[CH:18][CH:17]=[C:16]([S:20][C:21]3[C:30]4[C:25](=[CH:26][C:27]([O:33][CH2:34][CH2:35][N:44]5[CH2:45][CH2:46][N:41]([S:38]([CH3:37])(=[O:40])=[O:39])[CH2:42][CH2:43]5)=[C:28]([O:31][CH3:32])[CH:29]=4)[N:24]=[CH:23][N:22]=3)[CH:15]=2)=[O:12])[CH:6]=1)([CH3:4])([CH3:3])[CH3:2], predict the reactants needed to synthesize it.